Dataset: Reaction yield outcomes from USPTO patents with 853,638 reactions. Task: Predict the reaction yield, written as a fraction of the theoretical maximum amount of product (1.0 means a 100% yield; for example, 0.34 means a 34% yield). (1) The reactants are [CH:1]([C:3]1[CH:8]=[C:7]([C:9]([F:12])([F:11])[F:10])[CH:6]=[CH:5][C:4]=1[NH:13]C(=O)C(C)(C)C)=O.[H-].[Li+].[F:22][C:23]([F:32])([F:31])/[CH:24]=[CH:25]/[C:26]([O:28][CH2:29][CH3:30])=[O:27].C(OCC)(=O)C. The catalyst is CS(C)=O. The product is [F:10][C:9]([F:11])([F:12])[C:7]1[CH:8]=[C:3]2[C:4](=[CH:5][CH:6]=1)[NH:13][CH:24]([C:23]([F:31])([F:32])[F:22])[C:25]([C:26]([O:28][CH2:29][CH3:30])=[O:27])=[CH:1]2. The yield is 0.0500. (2) The catalyst is C(#N)C.O. The yield is 0.400. The product is [CH2:1]([O:3][C:4]([C:6]1[C:10]([CH3:11])=[N:9][NH:8][N:7]=1)=[O:5])[CH3:2]. The reactants are [CH2:1]([O:3][C:4]([C:6]1[N:7]=[N:8][N:9](CC2C=CC(OC)=CC=2)[C:10]=1[CH3:11])=[O:5])[CH3:2].C(OC(C1N(CC2C=CC(OC)=CC=2)N=NC=1C)=O)C.[N+]([O-])([O-])=O.[NH4+].[Ce+4].[N+]([O-])([O-])=O.[N+]([O-])([O-])=O.[N+]([O-])([O-])=O.[N+]([O-])([O-])=O. (3) The reactants are [F:1][C:2]1[CH:3]=[C:4]([CH:6]=[CH:7][C:8]=1[O:9][C:10]1[C:11]2[N:18]([CH3:19])[CH:17]=[CH:16][C:12]=2[N:13]=[CH:14][N:15]=1)[NH2:5].C(N(CC)CC)C.[F:27][C:28]([F:39])([F:38])[C:29]1[CH:30]=[C:31]([N:35]=[C:36]=[O:37])[CH:32]=[CH:33][CH:34]=1. The catalyst is O1CCCC1. The product is [F:1][C:2]1[CH:3]=[C:4]([NH:5][C:36]([NH:35][C:31]2[CH:32]=[CH:33][CH:34]=[C:29]([C:28]([F:27])([F:38])[F:39])[CH:30]=2)=[O:37])[CH:6]=[CH:7][C:8]=1[O:9][C:10]1[C:11]2[N:18]([CH3:19])[CH:17]=[CH:16][C:12]=2[N:13]=[CH:14][N:15]=1. The yield is 0.520. (4) The reactants are [CH2:1]([O:8][C:9](=[O:32])[NH:10][C:11]1[CH:16]=[CH:15][C:14]([C:17]2[CH2:22][CH2:21][CH:20]([O:23][Si](C(C)(C)C)(C)C)[CH2:19][CH:18]=2)=[CH:13][C:12]=1[F:31])[C:2]1[CH:7]=[CH:6][CH:5]=[CH:4][CH:3]=1.CCCC[N+](CCCC)(CCCC)CCCC.[F-].CO. The catalyst is C1COCC1.C(Cl)Cl.CCOC(C)=O. The product is [CH2:1]([O:8][C:9](=[O:32])[NH:10][C:11]1[CH:16]=[CH:15][C:14]([C:17]2[CH2:22][CH2:21][CH:20]([OH:23])[CH2:19][CH:18]=2)=[CH:13][C:12]=1[F:31])[C:2]1[CH:3]=[CH:4][CH:5]=[CH:6][CH:7]=1. The yield is 0.920. (5) The reactants are [CH2:1]([O:8][N:9]1[C:15](=[O:16])[N:14]2[CH2:17][C@H:10]1[CH2:11][CH2:12][C@H:13]2[C:18]([OH:20])=O)[C:2]1[CH:7]=[CH:6][CH:5]=[CH:4][CH:3]=1.[NH2:21][O:22][CH:23]1[CH2:29][CH:28]2[N:30]([C:31]([O:33][C:34]([CH3:37])([CH3:36])[CH3:35])=[O:32])[CH:25]([CH2:26][CH2:27]2)[CH2:24]1.ON1C2C=CC=CC=2N=N1.Cl.C(N=C=NCCCN(C)C)C. The catalyst is C(Cl)Cl. The product is [CH2:1]([O:8][N:9]1[C:15](=[O:16])[N:14]2[CH2:17][C@H:10]1[CH2:11][CH2:12][C@H:13]2[C:18]([NH:21][O:22][CH:23]1[CH2:24][CH:25]2[N:30]([C:31]([O:33][C:34]([CH3:37])([CH3:36])[CH3:35])=[O:32])[CH:28]([CH2:27][CH2:26]2)[CH2:29]1)=[O:20])[C:2]1[CH:3]=[CH:4][CH:5]=[CH:6][CH:7]=1. The yield is 0.960. (6) The reactants are [N+:1]([C:4]1[CH:9]=[CH:8][C:7]([C:10]2[CH:15]=[CH:14][CH:13]=[CH:12][CH:11]=2)=[CH:6][CH:5]=1)([O-])=[O:2].O.NN. The catalyst is O1CCCC1.[Rh]. The product is [C:7]1([C:10]2[CH:15]=[CH:14][CH:13]=[CH:12][CH:11]=2)[CH:6]=[CH:5][C:4]([NH:1][OH:2])=[CH:9][CH:8]=1. The yield is 0.890. (7) The reactants are [O:1]1[CH2:4][C:3](=O)[CH2:2]1.C(O)(=O)C.[NH2:10][C:11]1[C:23]([C:24]([NH:26][C:27]2[CH:28]=[N:29][CH:30]=[CH:31][C:32]=2[C:33]2[CH:38]=[CH:37][CH:36]=[CH:35][CH:34]=2)=[O:25])=[C:14]2[N:15]=[C:16]3[CH2:22][CH2:21][NH:20][CH2:19][C:17]3=[CH:18][N:13]2[N:12]=1.C(O[BH-](OC(=O)C)OC(=O)C)(=O)C. The yield is 0.340. The catalyst is ClCCCl. The product is [NH2:10][C:11]1[C:23]([C:24]([NH:26][C:27]2[CH:28]=[N:29][CH:30]=[CH:31][C:32]=2[C:33]2[CH:38]=[CH:37][CH:36]=[CH:35][CH:34]=2)=[O:25])=[C:14]2[N:15]=[C:16]3[CH2:22][CH2:21][N:20]([CH:3]4[CH2:2][O:1][CH2:4]4)[CH2:19][C:17]3=[CH:18][N:13]2[N:12]=1. (8) The reactants are [F:1][C:2]1[CH:7]=[CH:6][N:5]2[C:8]([C:11]([OH:13])=O)=[CH:9][N:10]=[C:4]2[CH:3]=1.[CH3:14][C:15]1[C:23]2[C:22]([NH2:24])=[CH:21][CH:20]=[CH:19][C:18]=2[N:17]([CH2:25][C:26]2[CH:31]=[CH:30][CH:29]=[C:28]([CH3:32])[N:27]=2)[N:16]=1.C(N(C(C)C)CC)(C)C. The catalyst is S(Cl)(Cl)=O.CN(C=O)C.O. The product is [F:1][C:2]1[CH:7]=[CH:6][N:5]2[C:8]([C:11]([NH:24][C:22]3[CH:21]=[CH:20][CH:19]=[C:18]4[C:23]=3[C:15]([CH3:14])=[N:16][N:17]4[CH2:25][C:26]3[CH:31]=[CH:30][CH:29]=[C:28]([CH3:32])[N:27]=3)=[O:13])=[CH:9][N:10]=[C:4]2[CH:3]=1. The yield is 0.540. (9) The reactants are COCCOC.Br[CH2:8][C:9]1[O:13][N:12]=[C:11]([C:14]([O:16][CH2:17][CH3:18])=[O:15])[CH:10]=1.[F:19][C:20]1[CH:21]=[C:22](B(O)O)[CH:23]=[CH:24][CH:25]=1.C(=O)([O-])[O-].[Na+].[Na+]. The catalyst is C1C=CC([P]([Pd]([P](C2C=CC=CC=2)(C2C=CC=CC=2)C2C=CC=CC=2)([P](C2C=CC=CC=2)(C2C=CC=CC=2)C2C=CC=CC=2)[P](C2C=CC=CC=2)(C2C=CC=CC=2)C2C=CC=CC=2)(C2C=CC=CC=2)C2C=CC=CC=2)=CC=1.O. The product is [F:19][C:20]1[CH:25]=[C:24]([CH:23]=[CH:22][CH:21]=1)[CH2:8][C:9]1[O:13][N:12]=[C:11]([C:14]([O:16][CH2:17][CH3:18])=[O:15])[CH:10]=1. The yield is 0.610. (10) The product is [F:1][C:2]1[CH:3]=[C:4]([C:8]2[CH:13]=[CH:12][C:11]([OH:14])=[C:10]([C:21]3[CH:26]=[N:25][C:24]([C:27]([F:30])([F:28])[F:29])=[CH:23][CH:22]=3)[CH:9]=2)[CH:5]=[CH:6][CH:7]=1. The catalyst is CO.Cl. The reactants are [F:1][C:2]1[CH:3]=[C:4]([C:8]2[CH:13]=[CH:12][C:11]([O:14]COCCOC)=[C:10]([C:21]3[CH:22]=[CH:23][C:24]([C:27]([F:30])([F:29])[F:28])=[N:25][CH:26]=3)[CH:9]=2)[CH:5]=[CH:6][CH:7]=1. The yield is 0.810.